Dataset: Full USPTO retrosynthesis dataset with 1.9M reactions from patents (1976-2016). Task: Predict the reactants needed to synthesize the given product. (1) Given the product [OH:38][CH2:37][CH2:36][CH2:35][CH2:34][C:33]#[C:32][CH2:31][O:30][C:27]1[CH:28]=[CH:29][C:24]([S:21]([N:17]2[CH2:18][CH2:19][S:20][C:15]([CH3:52])([CH3:14])[C@@H:16]2[C:45]([O:47][C:48]([CH3:51])([CH3:50])[CH3:49])=[O:46])(=[O:23])=[O:22])=[CH:25][CH:26]=1, predict the reactants needed to synthesize it. The reactants are: O1CCCCC1OC1CCCCO1.[CH3:14][C:15]1([CH3:52])[S:20][CH2:19][CH2:18][N:17]([S:21]([C:24]2[CH:29]=[CH:28][C:27]([O:30][CH2:31][C:32]#[C:33][CH2:34][CH2:35][CH2:36][CH2:37][O:38]C3CCCCO3)=[CH:26][CH:25]=2)(=[O:23])=[O:22])[C@H:16]1[C:45]([O:47][C:48]([CH3:51])([CH3:50])[CH3:49])=[O:46]. (2) Given the product [C:1]([C:5]1[CH:9]=[C:8]([CH2:10][NH:11][C:35](=[O:36])[CH:34]([C:31]2[CH:30]=[N:29][C:28]([C:26]([NH:25][C:19]3[CH:20]=[CH:21][CH:22]=[CH:23][CH:24]=3)=[O:27])=[N:33][CH:32]=2)[CH3:38])[N:7]([C:12]2[CH:17]=[CH:16][CH:15]=[C:14]([Cl:18])[CH:13]=2)[N:6]=1)([CH3:4])([CH3:2])[CH3:3], predict the reactants needed to synthesize it. The reactants are: [C:1]([C:5]1[CH:9]=[C:8]([CH2:10][NH2:11])[N:7]([C:12]2[CH:17]=[CH:16][CH:15]=[C:14]([Cl:18])[CH:13]=2)[N:6]=1)([CH3:4])([CH3:3])[CH3:2].[C:19]1([NH:25][C:26]([C:28]2[N:33]=[CH:32][C:31]([CH:34]([CH3:38])[C:35](O)=[O:36])=[CH:30][N:29]=2)=[O:27])[CH:24]=[CH:23][CH:22]=[CH:21][CH:20]=1.F[B-](F)(F)F.N1(OC(N(C)C)=[N+](C)C)C2C=CC=CC=2N=N1.C(N(C(C)C)C(C)C)C. (3) Given the product [Cl:12][C:13]1[CH:14]=[C:15]([NH:16][CH2:20][C:6]2[N:7]=[C:8]([S:10][CH3:11])[N:9]=[C:4]([NH2:3])[N:5]=2)[CH:17]=[CH:18][CH:19]=1, predict the reactants needed to synthesize it. The reactants are: ClC[NH:3][C:4]1[N:9]=[C:8]([S:10][CH3:11])[N:7]=[CH:6][N:5]=1.[Cl:12][C:13]1[CH:14]=[C:15]([CH:17]=[CH:18][CH:19]=1)[NH2:16].[CH:20](N(CC)C(C)C)(C)C.